Regression. Given two drug SMILES strings and cell line genomic features, predict the synergy score measuring deviation from expected non-interaction effect. From a dataset of NCI-60 drug combinations with 297,098 pairs across 59 cell lines. (1) Drug 1: CN1CCC(CC1)COC2=C(C=C3C(=C2)N=CN=C3NC4=C(C=C(C=C4)Br)F)OC. Drug 2: CNC(=O)C1=CC=CC=C1SC2=CC3=C(C=C2)C(=NN3)C=CC4=CC=CC=N4. Cell line: HS 578T. Synergy scores: CSS=0.123, Synergy_ZIP=8.06, Synergy_Bliss=11.9, Synergy_Loewe=1.71, Synergy_HSA=5.02. (2) Drug 1: C1=NC2=C(N=C(N=C2N1C3C(C(C(O3)CO)O)O)F)N. Drug 2: CC1CCC2CC(C(=CC=CC=CC(CC(C(=O)C(C(C(=CC(C(=O)CC(OC(=O)C3CCCCN3C(=O)C(=O)C1(O2)O)C(C)CC4CCC(C(C4)OC)O)C)C)O)OC)C)C)C)OC. Cell line: HL-60(TB). Synergy scores: CSS=36.7, Synergy_ZIP=-2.73, Synergy_Bliss=-5.10, Synergy_Loewe=-11.3, Synergy_HSA=-11.3. (3) Drug 1: CC(CN1CC(=O)NC(=O)C1)N2CC(=O)NC(=O)C2. Drug 2: CC1=C(C=C(C=C1)NC(=O)C2=CC=C(C=C2)CN3CCN(CC3)C)NC4=NC=CC(=N4)C5=CN=CC=C5. Cell line: SR. Synergy scores: CSS=57.8, Synergy_ZIP=5.66, Synergy_Bliss=4.86, Synergy_Loewe=-0.573, Synergy_HSA=4.58. (4) Drug 1: CC1=CC2C(CCC3(C2CCC3(C(=O)C)OC(=O)C)C)C4(C1=CC(=O)CC4)C. Drug 2: C1=NC2=C(N1)C(=S)N=C(N2)N. Cell line: UACC62. Synergy scores: CSS=25.7, Synergy_ZIP=-5.60, Synergy_Bliss=0.563, Synergy_Loewe=-19.7, Synergy_HSA=-0.220. (5) Drug 1: CS(=O)(=O)CCNCC1=CC=C(O1)C2=CC3=C(C=C2)N=CN=C3NC4=CC(=C(C=C4)OCC5=CC(=CC=C5)F)Cl. Drug 2: B(C(CC(C)C)NC(=O)C(CC1=CC=CC=C1)NC(=O)C2=NC=CN=C2)(O)O. Cell line: OVCAR-5. Synergy scores: CSS=47.4, Synergy_ZIP=-0.189, Synergy_Bliss=-2.52, Synergy_Loewe=-43.7, Synergy_HSA=-4.67.